Dataset: Full USPTO retrosynthesis dataset with 1.9M reactions from patents (1976-2016). Task: Predict the reactants needed to synthesize the given product. (1) Given the product [NH2:8][CH2:9][CH2:10][N:11]1[CH2:15][C:14]2[CH:16]=[C:17]([C:20]3[C:28]4[C:23](=[CH:24][C:25]([F:29])=[CH:26][CH:27]=4)[NH:22][CH:21]=3)[CH:18]=[CH:19][C:13]=2[S:12]1(=[O:38])=[O:37], predict the reactants needed to synthesize it. The reactants are: C(OC([NH:8][CH2:9][CH2:10][N:11]1[CH2:15][C:14]2[CH:16]=[C:17]([C:20]3[C:28]4[C:23](=[CH:24][C:25]([F:29])=[CH:26][CH:27]=4)[N:22](C(OC(C)(C)C)=O)[CH:21]=3)[CH:18]=[CH:19][C:13]=2[S:12]1(=[O:38])=[O:37])=O)(C)(C)C.FC(F)(F)C(O)=O. (2) Given the product [Cl:4][C:14]1[C:9]([C:7]#[N:8])=[CH:10][C:11]([C:20]([O:22][CH2:23][CH3:24])=[O:21])=[C:12]([C:16]([F:19])([F:18])[F:17])[N:13]=1, predict the reactants needed to synthesize it. The reactants are: C(Cl)(=O)C([Cl:4])=O.[C:7]([C:9]1[C:14](=O)[NH:13][C:12]([C:16]([F:19])([F:18])[F:17])=[C:11]([C:20]([O:22][CH2:23][CH3:24])=[O:21])[CH:10]=1)#[N:8]. (3) Given the product [NH2:8][C:7]1[C:2]([CH3:1])=[C:3]2[C:4]([CH:18]=[C:17]([CH:11]=[O:14])[CH:19]=[N:9]2)=[CH:5][CH:6]=1, predict the reactants needed to synthesize it. The reactants are: [CH3:1][C:2]1[C:7]([NH2:8])=[CH:6][CH:5]=[CH:4][C:3]=1[NH2:9].Cl.[C:11](=[O:14])([O-])[O-].[K+].[K+].[CH:17](OC(C)C)([CH3:19])[CH3:18]. (4) Given the product [C:13]([SiH2:17][O:18][C:19]([C:49]1[CH:54]=[CH:53][CH:52]=[CH:51][CH:50]=1)([C:43]1[CH:48]=[CH:47][CH:46]=[CH:45][CH:44]=1)[C:20]([NH:24][C:25](=[O:42])[CH:26]([O:29][C:30]1[CH:31]=[C:32]2[C:37](=[CH:38][CH:39]=1)[N:36]=[CH:35][C:34]([C:40]#[CH:41])=[CH:33]2)[S:27][CH3:28])([CH3:23])[C:21]#[CH:1])([CH3:14])([CH3:15])[CH3:16], predict the reactants needed to synthesize it. The reactants are: [CH3:1]C(C)C(=O)C(P(=O)([O-])[O-])=[N+]=[N-].[C:13]([SiH2:17][O:18][C:19]([C:49]1[CH:54]=[CH:53][CH:52]=[CH:51][CH:50]=1)([C:43]1[CH:48]=[CH:47][CH:46]=[CH:45][CH:44]=1)[C:20]([NH:24][C:25](=[O:42])[CH:26]([O:29][C:30]1[CH:31]=[C:32]2[C:37](=[CH:38][CH:39]=1)[N:36]=[CH:35][C:34]([C:40]#[CH:41])=[CH:33]2)[S:27][CH3:28])([CH3:23])[CH:21]=O)([CH3:16])([CH3:15])[CH3:14].C(=O)([O-])[O-].[K+].[K+].C(OCC)(=O)C. (5) Given the product [CH2:21]([NH:28][CH:8]1[CH2:7][C@H:6]([C:12]2[CH:17]=[CH:16][N:15]=[CH:14][C:13]=2[N+:18]([O-:20])=[O:19])[O:5][C@H:4]([CH:1]2[CH2:3][CH2:2]2)[C@H:9]1[OH:10])[C:22]1[CH:27]=[CH:26][CH:25]=[CH:24][CH:23]=1, predict the reactants needed to synthesize it. The reactants are: [CH:1]1([C@@H:4]2[C@@H:9]([OH:10])[C:8](=O)[CH2:7][C@H:6]([C:12]3[CH:17]=[CH:16][N:15]=[CH:14][C:13]=3[N+:18]([O-:20])=[O:19])[O:5]2)[CH2:3][CH2:2]1.[CH2:21]([NH2:28])[C:22]1[CH:27]=[CH:26][CH:25]=[CH:24][CH:23]=1.[Li+].[BH4-]. (6) Given the product [Cl:12][C:10]1[N:9]=[C:8]2[NH:13][N:14]=[CH:15][C:7]2=[C:6]([NH:4][CH:1]2[CH2:3][CH2:2]2)[N:11]=1, predict the reactants needed to synthesize it. The reactants are: [CH:1]1([NH2:4])[CH2:3][CH2:2]1.Cl[C:6]1[N:11]=[C:10]([Cl:12])[N:9]=[C:8]2[NH:13][N:14]=[CH:15][C:7]=12. (7) Given the product [F:22][C:19]1[CH:18]=[N:17][C:16]([N:13]2[CH2:14][CH2:15][CH:10]([O:9][C:7]3[S:8][C:4]4[CH:3]=[C:2]([C:33]5[CH2:38][CH2:37][N:36]([C:39]([O:41][C:42]([CH3:45])([CH3:44])[CH3:43])=[O:40])[CH2:35][CH:34]=5)[CH:24]=[CH:23][C:5]=4[N:6]=3)[CH2:11][CH2:12]2)=[N:21][CH:20]=1, predict the reactants needed to synthesize it. The reactants are: Br[C:2]1[CH:24]=[CH:23][C:5]2[N:6]=[C:7]([O:9][CH:10]3[CH2:15][CH2:14][N:13]([C:16]4[N:21]=[CH:20][C:19]([F:22])=[CH:18][N:17]=4)[CH2:12][CH2:11]3)[S:8][C:4]=2[CH:3]=1.CC1(C)C(C)(C)OB([C:33]2[CH2:38][CH2:37][N:36]([C:39]([O:41][C:42]([CH3:45])([CH3:44])[CH3:43])=[O:40])[CH2:35][CH:34]=2)O1.C(=O)([O-])[O-].[K+].[K+]. (8) Given the product [F:7][C:8]1[CH:13]=[CH:12][C:11]([CH:14]2[CH2:19][C:6]3[CH:5]=[N:4][CH:3]=[CH:18][C:17]=3[CH2:16][CH2:15]2)=[CH:10][CH:9]=1, predict the reactants needed to synthesize it. The reactants are: N1[CH:6]=[CH:5][N:4]=[CH:3]N=1.[F:7][C:8]1[CH:13]=[CH:12][C:11]([CH:14]2[CH2:19][CH2:18][C:17](N3CCCC3)=[CH:16][CH2:15]2)=[CH:10][CH:9]=1.[Cl-].[NH4+].ClCCl. (9) Given the product [Cl:1][C:2]1[CH:3]=[C:4]([C:9]2([C:22]([F:24])([F:23])[F:25])[O:13][N:12]=[C:11]([C:14]3[CH:15]=[CH:16][C:17]([Cl:21])=[C:18]([NH:19][NH2:26])[CH:20]=3)[CH2:10]2)[CH:5]=[C:6]([Cl:8])[CH:7]=1, predict the reactants needed to synthesize it. The reactants are: [Cl:1][C:2]1[CH:3]=[C:4]([C:9]2([C:22]([F:25])([F:24])[F:23])[O:13][N:12]=[C:11]([C:14]3[CH:15]=[CH:16][C:17]([Cl:21])=[C:18]([CH:20]=3)[NH2:19])[CH2:10]2)[CH:5]=[C:6]([Cl:8])[CH:7]=1.[N:26]([O-])=O.[Na+].[Sn](Cl)Cl.[OH-].[Na+].